From a dataset of Forward reaction prediction with 1.9M reactions from USPTO patents (1976-2016). Predict the product of the given reaction. (1) Given the reactants [OH:1][CH2:2][CH2:3][CH2:4][N:5]1[CH:9]=[C:8]([C:10]2[CH:11]=[CH:12][C:13]([NH:21][C:22]3[C:27]([C:28]([F:31])([F:30])[F:29])=[CH:26][N:25]=[C:24]([NH:32][C:33]4[CH:47]=[CH:46][C:36]([CH2:37][P:38](=[O:45])([O:42]CC)[O:39][CH2:40][CH3:41])=[CH:35][CH:34]=4)[N:23]=3)=[C:14]3[C:18]=2[CH2:17][N:16]([CH3:19])[C:15]3=[O:20])[CH:7]=[N:6]1.[Na+:48].[I-], predict the reaction product. The product is: [OH:1][CH2:2][CH2:3][CH2:4][N:5]1[CH:9]=[C:8]([C:10]2[CH:11]=[CH:12][C:13]([NH:21][C:22]3[C:27]([C:28]([F:30])([F:31])[F:29])=[CH:26][N:25]=[C:24]([NH:32][C:33]4[CH:34]=[CH:35][C:36]([CH2:37][P:38](=[O:42])([O-:45])[O:39][CH2:40][CH3:41])=[CH:46][CH:47]=4)[N:23]=3)=[C:14]3[C:18]=2[CH2:17][N:16]([CH3:19])[C:15]3=[O:20])[CH:7]=[N:6]1.[Na+:48]. (2) Given the reactants [CH3:1][S:2]([C:5]1[CH:10]=[CH:9][C:8]([C:11]2[N:16]3[N:17]=[C:18]([NH2:20])[N:19]=[C:15]3[CH:14]=[CH:13][CH:12]=2)=[CH:7][CH:6]=1)(=[O:4])=[O:3].Br[C:22]1[CH:34]=[CH:33][C:25]([CH2:26][N:27]2[CH2:32][CH2:31][O:30][CH2:29][CH2:28]2)=[CH:24][CH:23]=1, predict the reaction product. The product is: [CH3:1][S:2]([C:5]1[CH:10]=[CH:9][C:8]([C:11]2[N:16]3[N:17]=[C:18]([NH:20][C:22]4[CH:23]=[CH:24][C:25]([CH2:26][N:27]5[CH2:32][CH2:31][O:30][CH2:29][CH2:28]5)=[CH:33][CH:34]=4)[N:19]=[C:15]3[CH:14]=[CH:13][CH:12]=2)=[CH:7][CH:6]=1)(=[O:3])=[O:4].[N:27]1([CH2:26][C:25]2[CH:33]=[CH:34][C:22]([NH2:16])=[CH:23][CH:24]=2)[CH2:32][CH2:31][O:30][CH2:29][CH2:28]1. (3) Given the reactants [Cl:1][C:2]1[CH:3]=[N:4][C:5]2[C:10]([C:11]=1[O:12][CH2:13][C:14]13[CH2:21][CH2:20][C:17]([C:22]([O:24]C)=[O:23])([CH2:18][CH2:19]1)[CH2:16][CH2:15]3)=[N:9][C:8]([O:26][CH3:27])=[CH:7][CH:6]=2.[OH-].[Na+], predict the reaction product. The product is: [Cl:1][C:2]1[CH:3]=[N:4][C:5]2[C:10]([C:11]=1[O:12][CH2:13][C:14]13[CH2:19][CH2:18][C:17]([C:22]([OH:24])=[O:23])([CH2:16][CH2:15]1)[CH2:20][CH2:21]3)=[N:9][C:8]([O:26][CH3:27])=[CH:7][CH:6]=2. (4) Given the reactants [Br:1][C:2]1[CH:11]=[CH:10][CH:9]=[C:8]2[C:3]=1[CH:4]=[CH:5][N:6]=[CH:7]2.[N+:12]([O-])([O-:14])=[O:13].[K+].C1C2C(=CC=CC=2)C=CN=1, predict the reaction product. The product is: [Br:1][C:2]1[CH:11]=[CH:10][C:9]([N+:12]([O-:14])=[O:13])=[C:8]2[C:3]=1[CH:4]=[CH:5][N:6]=[CH:7]2. (5) The product is: [N+:19]([CH2:22][CH:12]([C:11]1[CH:10]=[CH:9][C:8]([O:1][C:2]2[CH:3]=[CH:4][CH:5]=[CH:6][CH:7]=2)=[CH:15][CH:14]=1)[O-:13])([O-:21])=[O:20].[Na+:18]. Given the reactants [O:1]([C:8]1[CH:15]=[CH:14][C:11]([CH:12]=[O:13])=[CH:10][CH:9]=1)[C:2]1[CH:7]=[CH:6][CH:5]=[CH:4][CH:3]=1.C[O-].[Na+:18].[N+:19]([CH3:22])([O-:21])=[O:20], predict the reaction product. (6) Given the reactants [C:1]([N:9]1[CH2:14][CH2:13][CH:12]([NH:15][C:16]2[N:21]=[CH:20][C:19](/[CH:22]=[CH:23]/[C:24]([OH:26])=O)=[CH:18][CH:17]=2)[CH2:11][CH2:10]1)(=[O:8])[C:2]1[CH:7]=[CH:6][CH:5]=[CH:4][CH:3]=1.[O:27]1[CH2:32][CH2:31][CH2:30][CH2:29][CH:28]1[O:33][NH2:34].CCN=C=NCCCN(C)C.Cl.C1C=CC2N(O)N=NC=2C=1, predict the reaction product. The product is: [C:1]([N:9]1[CH2:14][CH2:13][CH:12]([NH:15][C:16]2[N:21]=[CH:20][C:19](/[CH:22]=[CH:23]/[C:24]([NH:34][O:33][CH:28]3[CH2:29][CH2:30][CH2:31][CH2:32][O:27]3)=[O:26])=[CH:18][CH:17]=2)[CH2:11][CH2:10]1)(=[O:8])[C:2]1[CH:3]=[CH:4][CH:5]=[CH:6][CH:7]=1. (7) Given the reactants [I:1][C:2]1[CH:7]=[CH:6][NH:5][C:4](=[O:8])[CH:3]=1.Br[CH:10]([CH2:16][CH2:17][CH2:18][CH3:19])[C:11]([O:13][CH2:14][CH3:15])=[O:12].[H-].[Na+].[Br-].[Li+], predict the reaction product. The product is: [I:1][C:2]1[CH:7]=[CH:6][N:5]([CH:10]([CH2:16][CH2:17][CH2:18][CH3:19])[C:11]([O:13][CH2:14][CH3:15])=[O:12])[C:4](=[O:8])[CH:3]=1.